This data is from Full USPTO retrosynthesis dataset with 1.9M reactions from patents (1976-2016). The task is: Predict the reactants needed to synthesize the given product. (1) Given the product [Cl-:28].[C:1]([NH:9][CH:10]([C:22]1[CH:27]=[CH:26][CH:25]=[CH:24][CH:23]=1)[C:11]([O:13][C@@H:14]1[CH:19]2[CH2:18][CH2:17][N+:16]([CH2:29][C:30](=[O:31])[C:32]3[CH:37]=[CH:36][CH:35]=[CH:34][CH:33]=3)([CH2:21][CH2:20]2)[CH2:15]1)=[O:12])(=[O:8])[C:2]1[CH:3]=[CH:4][CH:5]=[CH:6][CH:7]=1, predict the reactants needed to synthesize it. The reactants are: [C:1]([NH:9][CH:10]([C:22]1[CH:27]=[CH:26][CH:25]=[CH:24][CH:23]=1)[C:11]([O:13][C@@H:14]1[CH:19]2[CH2:20][CH2:21][N:16]([CH2:17][CH2:18]2)[CH2:15]1)=[O:12])(=[O:8])[C:2]1[CH:7]=[CH:6][CH:5]=[CH:4][CH:3]=1.[Cl:28][CH2:29][C:30]([C:32]1[CH:37]=[CH:36][CH:35]=[CH:34][CH:33]=1)=[O:31]. (2) Given the product [CH2:13]([O:20][C:21]1[CH:28]=[CH:27][C:24]([CH:25]([C:2]2[CH:7]=[CH:6][CH:5]=[CH:4][N:3]=2)[OH:26])=[CH:23][C:22]=1[O:29][CH:30]([CH3:32])[CH3:31])[C:14]1[CH:19]=[CH:18][CH:17]=[CH:16][CH:15]=1, predict the reactants needed to synthesize it. The reactants are: Br[C:2]1[CH:7]=[CH:6][CH:5]=[CH:4][N:3]=1.C([Li])CCC.[CH2:13]([O:20][C:21]1[CH:28]=[CH:27][C:24]([CH:25]=[O:26])=[CH:23][C:22]=1[O:29][CH:30]([CH3:32])[CH3:31])[C:14]1[CH:19]=[CH:18][CH:17]=[CH:16][CH:15]=1.[Cl-].[NH4+]. (3) Given the product [Cl:1][C:2]1[CH:10]=[C:9]([NH:11][C:12]2[N:17]=[C:16]([O:18][C:19]3[CH:27]=[CH:26][CH:25]=[C:24]4[C:20]=3[C:21](=[O:29])[N:22]([CH3:28])[CH2:23]4)[C:15]([Cl:30])=[CH:14][N:13]=2)[C:8]([O:31][CH3:32])=[CH:7][C:3]=1[C:4]([NH:71][CH:68]1[CH2:69][CH2:70][N:65]([CH3:64])[CH2:66][CH2:67]1)=[O:5], predict the reactants needed to synthesize it. The reactants are: [Cl:1][C:2]1[CH:10]=[C:9]([NH:11][C:12]2[N:17]=[C:16]([O:18][C:19]3[CH:27]=[CH:26][CH:25]=[C:24]4[C:20]=3[C:21](=[O:29])[N:22]([CH3:28])[CH2:23]4)[C:15]([Cl:30])=[CH:14][N:13]=2)[C:8]([O:31][CH3:32])=[CH:7][C:3]=1[C:4](O)=[O:5].CN(C(ON1N=NC2C=CC=CC1=2)=[N+](C)C)C.[B-](F)(F)(F)F.CCN(C(C)C)C(C)C.[CH3:64][N:65]1[CH2:70][CH2:69][CH:68]([NH2:71])[CH2:67][CH2:66]1. (4) Given the product [C:12]1([C:4]2[NH:3][CH:2]=[C:6]([C:7]([O:9][CH2:10][CH3:11])=[O:8])[CH:5]=2)[CH:13]=[CH:14][CH:15]=[CH:16][CH:17]=1, predict the reactants needed to synthesize it. The reactants are: Cl[C:2]1[NH:3][C:4]([C:12]2[CH:17]=[CH:16][CH:15]=[CH:14][CH:13]=2)=[CH:5][C:6]=1[C:7]([O:9][CH2:10][CH3:11])=[O:8]. (5) The reactants are: [CH3:1][C:2]([S:7][C:8]1[S:12][C:11]([NH:13][C:14]([N:16]([C@H:27]2[CH2:32][CH2:31][C@H:30]([CH3:33])[CH2:29][CH2:28]2)[CH2:17][CH2:18]CCC2C=CC=CC=2)=[O:15])=[N:10][CH:9]=1)([CH3:6])[C:3]([OH:5])=[O:4].[CH3:34][O:35][C:36]1[CH:41]=[CH:40][C:39](CCO)=[CH:38][CH:37]=1.C(OC(=O)C(SC1SC(N)=NC=1)(C)C)C. Given the product [CH3:34][O:35][C:36]1[CH:41]=[CH:40][C:39]([CH2:18][CH2:17][N:16]([C@H:27]2[CH2:28][CH2:29][C@H:30]([CH3:33])[CH2:31][CH2:32]2)[C:14](=[O:15])[NH:13][C:11]2[S:12][C:8]([S:7][C:2]([CH3:6])([CH3:1])[C:3]([OH:5])=[O:4])=[CH:9][N:10]=2)=[CH:38][CH:37]=1, predict the reactants needed to synthesize it. (6) Given the product [N+:2]([C:5]1[CH:6]=[CH:7][C:8]([C:9]2[NH:11][C:26]([C:25]3[CH:24]=[CH:23][C:22]([N+:19]([O-:21])=[O:20])=[CH:31][CH:30]=3)=[CH:27][N:10]=2)=[CH:12][CH:13]=1)([O-:4])=[O:3], predict the reactants needed to synthesize it. The reactants are: Cl.[N+:2]([C:5]1[CH:13]=[CH:12][C:8]([C:9]([NH2:11])=[NH:10])=[CH:7][CH:6]=1)([O-:4])=[O:3].C([O-])(O)=O.[Na+].[N+:19]([C:22]1[CH:31]=[CH:30][C:25]([C:26](=O)[CH2:27]Br)=[CH:24][CH:23]=1)([O-:21])=[O:20]. (7) Given the product [Cl:1][C:2]1[N:7]=[C:6]([C:8]2[S:33][C:31]([C:30]([CH3:35])([CH3:34])[CH3:29])=[N:32][C:9]=2[C:11]2[CH:12]=[C:13]([NH:17][S:18]([C:21]3[C:26]([F:27])=[CH:25][CH:24]=[CH:23][C:22]=3[F:28])(=[O:20])=[O:19])[CH:14]=[CH:15][CH:16]=2)[CH:5]=[CH:4][N:3]=1, predict the reactants needed to synthesize it. The reactants are: [Cl:1][C:2]1[N:7]=[C:6](/[CH:8]=[C:9](/[C:11]2[CH:12]=[C:13]([NH:17][S:18]([C:21]3[C:26]([F:27])=[CH:25][CH:24]=[CH:23][C:22]=3[F:28])(=[O:20])=[O:19])[CH:14]=[CH:15][CH:16]=2)\O)[CH:5]=[CH:4][N:3]=1.[CH3:29][C:30]([CH3:35])([CH3:34])[C:31](=[S:33])[NH2:32]. (8) Given the product [C:1]([C:5]1[CH:10]=[C:9]([C:11]([CH3:14])([CH3:13])[CH3:12])[CH:8]=[C:7]([C:15]([CH3:18])([CH3:17])[CH3:16])[C:6]=1[O-:19])([CH3:4])([CH3:3])[CH3:2].[Na+:32], predict the reactants needed to synthesize it. The reactants are: [C:1]([C:5]1[CH:10]=[C:9]([C:11]([CH3:14])([CH3:13])[CH3:12])[CH:8]=[C:7]([C:15]([CH3:18])([CH3:17])[CH3:16])[C:6]=1[OH:19])([CH3:4])([CH3:3])[CH3:2].C(N(CCC)CCC)CC.C[O-].[Na+:32]. (9) Given the product [CH3:1][O:2][C:3](=[O:31])[C:4]1[CH:9]=[C:8]([N:10]2[CH:14]=[C:13]([C:15]3[CH:16]=[CH:17][C:18]([CH2:21][O:22][CH3:23])=[CH:19][CH:20]=3)[N:12]=[CH:11]2)[C:7]([C:24]([F:25])([F:26])[F:27])=[CH:6][C:5]=1[NH:28][OH:29], predict the reactants needed to synthesize it. The reactants are: [CH3:1][O:2][C:3](=[O:31])[C:4]1[CH:9]=[C:8]([N:10]2[CH:14]=[C:13]([C:15]3[CH:20]=[CH:19][C:18]([CH2:21][O:22][CH3:23])=[CH:17][CH:16]=3)[N:12]=[CH:11]2)[C:7]([C:24]([F:27])([F:26])[F:25])=[CH:6][C:5]=1[N+:28]([O-])=[O:29]. (10) Given the product [CH3:1][O:2][C:3](=[O:13])[O:4][C:5]1[CH:10]=[C:9]([N+:14]([O-:16])=[O:15])[C:8]([F:11])=[CH:7][C:6]=1[CH3:12], predict the reactants needed to synthesize it. The reactants are: [CH3:1][O:2][C:3](=[O:13])[O:4][C:5]1[CH:10]=[CH:9][C:8]([F:11])=[CH:7][C:6]=1[CH3:12].[N+:14]([O-])([OH:16])=[O:15].